This data is from Catalyst prediction with 721,799 reactions and 888 catalyst types from USPTO. The task is: Predict which catalyst facilitates the given reaction. (1) Reactant: [Br:1][C:2]1[N:7]=[C:6](/[C:8](=[N:10]/[C:11]2[C:16]([CH3:17])=[CH:15][C:14]([CH3:18])=[CH:13][C:12]=2[CH3:19])/[CH3:9])[CH:5]=[CH:4][CH:3]=1.[CH3:20][Al](C)C.[OH-].[K+]. The catalyst class is: 11. Product: [Br:1][C:2]1[N:7]=[C:6]([C:8]([NH:10][C:11]2[C:12]([CH3:19])=[CH:13][C:14]([CH3:18])=[CH:15][C:16]=2[CH3:17])([CH3:20])[CH3:9])[CH:5]=[CH:4][CH:3]=1. (2) Reactant: Cl[C:2]1[CH:7]=[C:6]([Cl:8])[N:5]=[CH:4][N:3]=1.[NH:9]1[CH2:14][CH2:13][CH:12]([C:15]([NH2:17])=[O:16])[CH2:11][CH2:10]1. Product: [Cl:8][C:6]1[N:5]=[CH:4][N:3]=[C:2]([N:9]2[CH2:14][CH2:13][CH:12]([C:15]([NH2:17])=[O:16])[CH2:11][CH2:10]2)[CH:7]=1. The catalyst class is: 40.